Dataset: Forward reaction prediction with 1.9M reactions from USPTO patents (1976-2016). Task: Predict the product of the given reaction. (1) Given the reactants [Cl:1][C:2]1[CH:3]=[C:4]([NH:9][C:10]2[C:19]3[C:14](=[CH:15][C:16]([O:21][CH3:22])=[C:17]([OH:20])[CH:18]=3)[N:13]=[CH:12][N:11]=2)[CH:5]=[CH:6][C:7]=1[F:8].Br[CH2:24][CH2:25][CH2:26][CH2:27][CH2:28][CH2:29][C:30]([O:32][CH2:33][CH3:34])=[O:31].ClC1C=C(NC2C3C(=CC(OC)=C(OCC(OCC)=O)C=3)N=CN=2)C=CC=1F, predict the reaction product. The product is: [Cl:1][C:2]1[CH:3]=[C:4]([NH:9][C:10]2[C:19]3[C:14](=[CH:15][C:16]([O:21][CH3:22])=[C:17]([O:20][CH2:24][CH2:25][CH2:26][CH2:27][CH2:28][CH2:29][C:30]([O:32][CH2:33][CH3:34])=[O:31])[CH:18]=3)[N:13]=[CH:12][N:11]=2)[CH:5]=[CH:6][C:7]=1[F:8]. (2) Given the reactants [F:1][C:2]1[CH:3]=[C:4]([CH:9]=[CH:10][CH:11]=1)[C:5](=[S:8])[NH:6][NH2:7].[CH3:12][CH:13]([C:24](=O)[C:25]1[CH:30]=[CH:29][CH:28]=[CH:27][CH:26]=1)[CH2:14][CH2:15][NH:16][C:17](=[O:23])[O:18][C:19]([CH3:22])([CH3:21])[CH3:20], predict the reaction product. The product is: [F:1][C:2]1[CH:3]=[C:4]([C:5]2[S:8][C:24]([CH:13]([CH3:12])[CH2:14][CH2:15][NH:16][C:17](=[O:23])[O:18][C:19]([CH3:21])([CH3:20])[CH3:22])([C:25]3[CH:30]=[CH:29][CH:28]=[CH:27][CH:26]=3)[NH:7][N:6]=2)[CH:9]=[CH:10][CH:11]=1. (3) Given the reactants [C:1]([O:5][C:6]([NH:8][C:9]([CH3:17])([CH3:16])[CH2:10]/[CH:11]=[CH:12]/[C:13]([OH:15])=O)=[O:7])([CH3:4])([CH3:3])[CH3:2].ON1C2N=CC=CC=2N=N1.Cl.CN(C)CCCN=C=NCC.[CH2:40]([C@@H:47]([N:56]([CH3:73])[C:57](=[O:72])[C@H:58]([NH:70][CH3:71])[CH2:59][C:60]1[CH:69]=[CH:68][C:67]2[C:62](=[CH:63][CH:64]=[CH:65][CH:66]=2)[CH:61]=1)[CH2:48][NH:49][C:50]([NH:52][CH:53]1[CH2:55][CH2:54]1)=[S:51])[C:41]1[CH:46]=[CH:45][CH:44]=[CH:43][CH:42]=1.C(N(C(C)C)C(C)C)C, predict the reaction product. The product is: [C:1]([O:5][C:6](=[O:7])[NH:8][C:9]([CH3:17])([CH3:16])[CH2:10]/[CH:11]=[CH:12]/[C:13](=[O:15])[N:70]([C@@H:58]([C:57](=[O:72])[N:56]([C@H:47]([CH2:40][C:41]1[CH:46]=[CH:45][CH:44]=[CH:43][CH:42]=1)[CH2:48][NH:49][C:50]([NH:52][CH:53]1[CH2:54][CH2:55]1)=[S:51])[CH3:73])[CH2:59][C:60]1[CH:69]=[CH:68][C:67]2[C:62](=[CH:63][CH:64]=[CH:65][CH:66]=2)[CH:61]=1)[CH3:71])([CH3:2])([CH3:3])[CH3:4]. (4) Given the reactants Cl[CH2:2][CH2:3][CH2:4][O:5][C:6]1[CH:11]=[CH:10][C:9]([C:12]2[S:13][C:14]3[CH2:20][CH2:19][CH2:18][CH:17]([OH:21])[C:15]=3[N:16]=2)=[CH:8][CH:7]=1.C(=O)([O-])[O-].[K+].[K+].[I-].[Na+].[CH3:30][CH:31]1[CH2:35][CH2:34][CH2:33][NH:32]1, predict the reaction product. The product is: [CH3:30][CH:31]1[CH2:35][CH2:34][CH2:33][N:32]1[CH2:2][CH2:3][CH2:4][O:5][C:6]1[CH:11]=[CH:10][C:9]([C:12]2[S:13][C:14]3[CH2:20][CH2:19][CH2:18][CH:17]([OH:21])[C:15]=3[N:16]=2)=[CH:8][CH:7]=1. (5) Given the reactants [N:1]1[CH:6]=[CH:5][CH:4]=[C:3]([CH2:7][C:8](O)=O)[CH:2]=1.[C:11]1([NH2:18])[C:12]([NH2:17])=[CH:13][CH:14]=[CH:15][CH:16]=1, predict the reaction product. The product is: [N:1]1[CH:6]=[CH:5][CH:4]=[C:3]([CH2:7][C:8]2[NH:18][C:11]3[CH:16]=[CH:15][CH:14]=[CH:13][C:12]=3[N:17]=2)[CH:2]=1.